Dataset: Peptide-MHC class II binding affinity with 134,281 pairs from IEDB. Task: Regression. Given a peptide amino acid sequence and an MHC pseudo amino acid sequence, predict their binding affinity value. This is MHC class II binding data. (1) The MHC is HLA-DPA10103-DPB10301 with pseudo-sequence HLA-DPA10103-DPB10301. The binding affinity (normalized) is 0.443. The peptide sequence is IQGNVTSIHSLLDEG. (2) The peptide sequence is TCGFVDERGLYKSLK. The MHC is DRB1_1501 with pseudo-sequence DRB1_1501. The binding affinity (normalized) is 0.138. (3) The peptide sequence is TTGCAEHCSLNENIT. The MHC is DRB1_1501 with pseudo-sequence DRB1_1501. The binding affinity (normalized) is 0.182. (4) The peptide sequence is ALDVWALGLAIFEFV. The MHC is HLA-DPA10103-DPB10401 with pseudo-sequence HLA-DPA10103-DPB10401. The binding affinity (normalized) is 0.623. (5) The peptide sequence is KQELDEISTNIRQAG. The MHC is HLA-DPA10201-DPB10101 with pseudo-sequence HLA-DPA10201-DPB10101. The binding affinity (normalized) is 0. (6) The peptide sequence is AFKVAATAAAAAPAN. The MHC is DRB1_1001 with pseudo-sequence DRB1_1001. The binding affinity (normalized) is 0.708.